Dataset: Catalyst prediction with 721,799 reactions and 888 catalyst types from USPTO. Task: Predict which catalyst facilitates the given reaction. (1) Reactant: Cl[C:2]1[N:7]=[C:6]([NH:8][C:9]2[CH:10]=[C:11]3[C:15](=[CH:16][CH:17]=2)[NH:14][N:13]=[CH:12]3)[CH:5]=[C:4]([CH3:18])[N:3]=1.[CH3:19][O:20][C:21]1[CH:22]=[C:23]2[C:27](=[CH:28][CH:29]=1)[CH2:26][NH:25][CH2:24]2.CCN(C(C)C)C(C)C. Product: [CH3:19][O:20][C:21]1[CH:22]=[C:23]2[C:27](=[CH:28][CH:29]=1)[CH2:26][N:25]([C:2]1[N:7]=[C:6]([NH:8][C:9]3[CH:10]=[C:11]4[C:15](=[CH:16][CH:17]=3)[NH:14][N:13]=[CH:12]4)[CH:5]=[C:4]([CH3:18])[N:3]=1)[CH2:24]2. The catalyst class is: 3. (2) Reactant: [F:1][C:2]([F:13])([F:12])[C:3]1[CH:4]=[C:5]([CH:9]=[CH:10][N:11]=1)[C:6](O)=[O:7].Cl.[CH3:15][NH:16][O:17][CH3:18].Cl.C(C(NCCCN(C)C)=N)C.CCN(CC)CC.[NH4+].[Cl-]. Product: [CH3:18][O:17][N:16]([CH3:15])[C:6](=[O:7])[C:5]1[CH:9]=[CH:10][N:11]=[C:3]([C:2]([F:13])([F:12])[F:1])[CH:4]=1. The catalyst class is: 2.